From a dataset of Peptide-MHC class II binding affinity with 134,281 pairs from IEDB. Regression. Given a peptide amino acid sequence and an MHC pseudo amino acid sequence, predict their binding affinity value. This is MHC class II binding data. (1) The peptide sequence is LEKLKRKVGQTERSA. The MHC is DRB1_0101 with pseudo-sequence DRB1_0101. The binding affinity (normalized) is 0.121. (2) The peptide sequence is YGNGILVGDNSFVSA. The MHC is HLA-DQA10303-DQB10402 with pseudo-sequence HLA-DQA10303-DQB10402. The binding affinity (normalized) is 0. (3) The peptide sequence is VAIDRPAEVRKVCYN. The MHC is DRB1_0301 with pseudo-sequence DRB1_0301. The binding affinity (normalized) is 0.750. (4) The peptide sequence is DPIYKRKVLELAAAL. The MHC is HLA-DQA10101-DQB10501 with pseudo-sequence HLA-DQA10101-DQB10501. The binding affinity (normalized) is 0.253. (5) The peptide sequence is TPEAKFDSFVASLTE. The MHC is HLA-DQA10102-DQB10502 with pseudo-sequence HLA-DQA10102-DQB10502. The binding affinity (normalized) is 0.210. (6) The peptide sequence is EKKFFAATQFEPLAA. The MHC is HLA-DPA10103-DPB10601 with pseudo-sequence HLA-DPA10103-DPB10601. The binding affinity (normalized) is 0.903. (7) The peptide sequence is LIDDVIAILPVDELY. The MHC is DRB3_0202 with pseudo-sequence DRB3_0202. The binding affinity (normalized) is 0.109. (8) The binding affinity (normalized) is 0.168. The MHC is DRB1_1201 with pseudo-sequence DRB1_1201. The peptide sequence is AELMILIATNLLGQN.